Task: Regression. Given a peptide amino acid sequence and an MHC pseudo amino acid sequence, predict their binding affinity value. This is MHC class I binding data.. Dataset: Peptide-MHC class I binding affinity with 185,985 pairs from IEDB/IMGT (1) The peptide sequence is STGNYNYKY. The MHC is HLA-A01:01 with pseudo-sequence HLA-A01:01. The binding affinity (normalized) is 0.449. (2) The peptide sequence is AIMFKDDNI. The MHC is HLA-A02:01 with pseudo-sequence HLA-A02:01. The binding affinity (normalized) is 0.151. (3) The peptide sequence is TLGVYDYLV. The MHC is HLA-A02:01 with pseudo-sequence HLA-A02:01. The binding affinity (normalized) is 0.908. (4) The binding affinity (normalized) is 0.0847. The peptide sequence is VPADHRLAF. The MHC is HLA-A26:01 with pseudo-sequence HLA-A26:01.